From a dataset of Forward reaction prediction with 1.9M reactions from USPTO patents (1976-2016). Predict the product of the given reaction. Given the reactants C([O:9][CH2:10][CH2:11][N:12]1[C:20]2[C:19](Cl)=[N:18][CH:17]=[N:16][C:15]=2[CH:14]=[CH:13]1)(=O)C1C=CC=CC=1.[CH3:22][C:23]1[CH:24]=[C:25]([CH:27]=[CH:28][C:29]=1[O:30][C:31]1[CH:36]=[CH:35][CH:34]=[C:33]([O:37][CH2:38][CH2:39][CH:40]([CH3:42])[CH3:41])[CH:32]=1)[NH2:26].[OH-].[Na+], predict the reaction product. The product is: [CH3:22][C:23]1[CH:24]=[C:25]([NH:26][C:19]2[C:20]3[N:12]([CH2:11][CH2:10][OH:9])[CH:13]=[CH:14][C:15]=3[N:16]=[CH:17][N:18]=2)[CH:27]=[CH:28][C:29]=1[O:30][C:31]1[CH:36]=[CH:35][CH:34]=[C:33]([O:37][CH2:38][CH2:39][CH:40]([CH3:41])[CH3:42])[CH:32]=1.